Task: Regression. Given a peptide amino acid sequence and an MHC pseudo amino acid sequence, predict their binding affinity value. This is MHC class I binding data.. Dataset: Peptide-MHC class I binding affinity with 185,985 pairs from IEDB/IMGT (1) The peptide sequence is QTAGPWHLGK. The MHC is HLA-A03:01 with pseudo-sequence HLA-A03:01. The binding affinity (normalized) is 0.757. (2) The peptide sequence is WMFRIRIIL. The MHC is HLA-A80:01 with pseudo-sequence HLA-A80:01. The binding affinity (normalized) is 0.0847. (3) The peptide sequence is NTIAVITETI. The binding affinity (normalized) is 0.567. The MHC is HLA-A02:01 with pseudo-sequence HLA-A02:01. (4) The peptide sequence is LEYGANYFL. The MHC is HLA-B08:03 with pseudo-sequence HLA-B08:03. The binding affinity (normalized) is 0.0847. (5) The peptide sequence is HYINMSLPI. The MHC is H-2-Kd with pseudo-sequence H-2-Kd. The binding affinity (normalized) is 0.791. (6) The peptide sequence is FVSVYFSDY. The MHC is HLA-A30:01 with pseudo-sequence HLA-A30:01. The binding affinity (normalized) is 0.0847. (7) The peptide sequence is PIQKETWETW. The MHC is HLA-A31:01 with pseudo-sequence HLA-A31:01. The binding affinity (normalized) is 0.0846.